This data is from Full USPTO retrosynthesis dataset with 1.9M reactions from patents (1976-2016). The task is: Predict the reactants needed to synthesize the given product. (1) Given the product [NH2:1][C:4]1[CH:5]=[CH:6][C:7]([N:10]2[CH:14]=[C:13]([C:15]([NH2:17])=[O:16])[C:12]([C:18]3[CH:23]=[CH:22][C:21]([O:24][C:25]4[CH:26]=[CH:27][CH:28]=[CH:29][CH:30]=4)=[CH:20][CH:19]=3)=[N:11]2)=[CH:8][CH:9]=1, predict the reactants needed to synthesize it. The reactants are: [N+:1]([C:4]1[CH:9]=[CH:8][C:7]([N:10]2[CH:14]=[C:13]([C:15]([NH2:17])=[O:16])[C:12]([C:18]3[CH:23]=[CH:22][C:21]([O:24][C:25]4[CH:30]=[CH:29][CH:28]=[CH:27][CH:26]=4)=[CH:20][CH:19]=3)=[N:11]2)=[CH:6][CH:5]=1)([O-])=O.[NH4+].[Cl-]. (2) Given the product [NH2:8][C@@H:7]1[CH2:6][CH2:5][C@@H:4]([C:17]([NH2:19])=[O:18])[CH2:3][C@@H:2]1[F:1], predict the reactants needed to synthesize it. The reactants are: [F:1][C@@H:2]1[C@H:7]([NH:8][C@@H](C2C=CC=CC=2)C)[CH2:6][CH2:5][C@@H:4]([C:17]([NH2:19])=[O:18])[CH2:3]1. (3) Given the product [F:1][C:2]1[CH:3]=[C:4]([C@@H:8]2[NH:12][C@H:11]([CH2:13][OH:14])[CH2:10][CH2:9]2)[CH:5]=[N:6][CH:7]=1, predict the reactants needed to synthesize it. The reactants are: [F:1][C:2]1[CH:3]=[C:4]([C@@H:8]2[NH:12][C@H:11]([C:13](OCC)=[O:14])[CH2:10][CH2:9]2)[CH:5]=[N:6][CH:7]=1.[H-].[H-].[H-].[H-].[Li+].[Al+3].[O-]S([O-])(=O)=O.[Na+].[Na+]. (4) Given the product [Cl:1][C:2]1[CH:3]=[CH:4][C:5]([O:8][C:9]2[CH:10]=[C:11]([CH2:12][OH:13])[CH:14]=[CH:15][CH:16]=2)=[N:6][CH:7]=1, predict the reactants needed to synthesize it. The reactants are: [Cl:1][C:2]1[CH:3]=[CH:4][C:5]([O:8][C:9]2[CH:10]=[C:11]([CH:14]=[CH:15][CH:16]=2)[CH:12]=[O:13])=[N:6][CH:7]=1.[BH4-].[Na+]. (5) Given the product [Br:31][C:25]1[CH:26]=[CH:27][C:28]([F:30])=[CH:29][C:24]=1[O:23][CH:20]1[CH2:21][CH2:22][N:17]([C:11]2[N:10]=[C:9]3[C:14]([N:15]([CH3:16])[C:7]([S:6][CH2:5][C:4]([OH:32])=[O:3])=[N:8]3)=[CH:13][N:12]=2)[CH2:18][CH2:19]1, predict the reactants needed to synthesize it. The reactants are: C([O:3][C:4](=[O:32])[CH2:5][S:6][C:7]1[N:15]([CH3:16])[C:14]2[C:9](=[N:10][C:11]([N:17]3[CH2:22][CH2:21][CH:20]([O:23][C:24]4[CH:29]=[C:28]([F:30])[CH:27]=[CH:26][C:25]=4[Br:31])[CH2:19][CH2:18]3)=[N:12][CH:13]=2)[N:8]=1)C.[OH-].[Na+]. (6) Given the product [C:3]([CH:7]1[CH:13]([OH:14])[CH2:12][CH:11]2[O:15][CH:8]1[CH2:9][CH2:10]2)([O:5][CH3:6])=[O:4], predict the reactants needed to synthesize it. The reactants are: [BH4-].[Na+].[C:3]([CH:7]1[C:13](=[O:14])[CH2:12][CH:11]2[O:15][CH:8]1[CH2:9][CH2:10]2)([O:5][CH3:6])=[O:4]. (7) The reactants are: S(=O)(=O)(O)O.[Cl:6][C:7]1[C:8]([F:37])=[C:9]([NH:13][C:14]2[C:23]3[C:18](=[CH:19][C:20]([O:35][CH3:36])=[C:21]([O:24][CH:25]4[CH2:34][CH2:33][C:28]5(OCC[O:29]5)[CH2:27][CH2:26]4)[CH:22]=3)[N:17]=[CH:16][N:15]=2)[CH:10]=[CH:11][CH:12]=1.[OH-].[Na+]. Given the product [Cl:6][C:7]1[C:8]([F:37])=[C:9]([NH:13][C:14]2[C:23]3[C:18](=[CH:19][C:20]([O:35][CH3:36])=[C:21]([O:24][CH:25]4[CH2:34][CH2:33][C:28](=[O:29])[CH2:27][CH2:26]4)[CH:22]=3)[N:17]=[CH:16][N:15]=2)[CH:10]=[CH:11][CH:12]=1, predict the reactants needed to synthesize it. (8) Given the product [O:33]=[C:34]1[CH2:38][CH2:37][CH2:36][N:35]1[CH2:39][CH2:40][O:41][C:42](=[O:63])[C@@:43]([CH2:61][OH:62])([CH3:60])[CH2:44][C@H:45]([NH:59][C:6]([C:4]1[NH:3][N:2]=[N:1][CH:5]=1)=[O:8])[CH2:46][C:47]1[CH:48]=[CH:49][C:50]([C:53]2[CH:54]=[CH:55][CH:56]=[CH:57][CH:58]=2)=[CH:51][CH:52]=1, predict the reactants needed to synthesize it. The reactants are: [NH:1]1[CH:5]=[C:4]([C:6]([OH:8])=O)[N:3]=[N:2]1.CN(C(ON1N=NC2C=CC=NC1=2)=[N+](C)C)C.F[P-](F)(F)(F)(F)F.[O:33]=[C:34]1[CH2:38][CH2:37][CH2:36][N:35]1[CH2:39][CH2:40][O:41][C:42](=[O:63])[C@@:43]([CH2:61][OH:62])([CH3:60])[CH2:44][C@H:45]([NH2:59])[CH2:46][C:47]1[CH:52]=[CH:51][C:50]([C:53]2[CH:58]=[CH:57][CH:56]=[CH:55][CH:54]=2)=[CH:49][CH:48]=1. (9) Given the product [NH2:21][C@H:15]1[C:14]([F:22])([F:13])[CH2:19][CH2:18][CH2:17][C@H:16]1[NH:20][C:6]1[N:7]=[C:2]([Cl:1])[C:3]([C:9]#[N:10])=[N:4][CH:5]=1, predict the reactants needed to synthesize it. The reactants are: [Cl:1][C:2]1[C:3]([C:9]#[N:10])=[N:4][CH:5]=[C:6](Cl)[N:7]=1.Cl.Cl.[F:13][C:14]1([F:22])[CH2:19][CH2:18][CH2:17][C@@H:16]([NH2:20])[C@H:15]1[NH2:21].CCN(C(C)C)C(C)C.O.